This data is from Reaction yield outcomes from USPTO patents with 853,638 reactions. The task is: Predict the reaction yield, written as a fraction of the theoretical maximum amount of product (1.0 means a 100% yield; for example, 0.34 means a 34% yield). The reactants are [CH2:1]([O:5][C:6]1[CH:10]=[C:9]([CH2:11][CH2:12][CH2:13][CH2:14][C:15]([OH:17])=O)[N:8]([CH2:18][C:19]2[CH:24]=[CH:23][C:22]([Cl:25])=[CH:21][C:20]=2[Cl:26])[N:7]=1)[CH2:2][CH2:3][CH3:4].[CH2:27]([S:32]([NH2:35])(=[O:34])=[O:33])[CH2:28][CH2:29][CH2:30][CH3:31].N12CCCN=C1CCCCC2. The catalyst is O1CCCC1. The product is [CH2:1]([O:5][C:6]1[CH:10]=[C:9]([CH2:11][CH2:12][CH2:13][CH2:14][C:15]([NH:35][S:32]([CH2:27][CH2:28][CH2:29][CH2:30][CH3:31])(=[O:34])=[O:33])=[O:17])[N:8]([CH2:18][C:19]2[CH:24]=[CH:23][C:22]([Cl:25])=[CH:21][C:20]=2[Cl:26])[N:7]=1)[CH2:2][CH2:3][CH3:4]. The yield is 0.500.